From a dataset of NCI-60 drug combinations with 297,098 pairs across 59 cell lines. Regression. Given two drug SMILES strings and cell line genomic features, predict the synergy score measuring deviation from expected non-interaction effect. (1) Cell line: MCF7. Synergy scores: CSS=32.3, Synergy_ZIP=-0.787, Synergy_Bliss=-0.557, Synergy_Loewe=-10.9, Synergy_HSA=1.04. Drug 1: CC1OCC2C(O1)C(C(C(O2)OC3C4COC(=O)C4C(C5=CC6=C(C=C35)OCO6)C7=CC(=C(C(=C7)OC)O)OC)O)O. Drug 2: CC1=CC=C(C=C1)C2=CC(=NN2C3=CC=C(C=C3)S(=O)(=O)N)C(F)(F)F. (2) Drug 1: C1=CC(=CC=C1CCC2=CNC3=C2C(=O)NC(=N3)N)C(=O)NC(CCC(=O)O)C(=O)O. Drug 2: CN(CCCl)CCCl.Cl. Cell line: MDA-MB-435. Synergy scores: CSS=5.15, Synergy_ZIP=-1.13, Synergy_Bliss=0.111, Synergy_Loewe=-36.8, Synergy_HSA=-5.59. (3) Drug 1: C1=C(C(=O)NC(=O)N1)F. Drug 2: CC1=C2C(C(=O)C3(C(CC4C(C3C(C(C2(C)C)(CC1OC(=O)C(C(C5=CC=CC=C5)NC(=O)OC(C)(C)C)O)O)OC(=O)C6=CC=CC=C6)(CO4)OC(=O)C)O)C)O. Cell line: M14. Synergy scores: CSS=55.5, Synergy_ZIP=-0.519, Synergy_Bliss=-2.33, Synergy_Loewe=-1.22, Synergy_HSA=0.957. (4) Drug 1: C1=CN(C=N1)CC(O)(P(=O)(O)O)P(=O)(O)O. Drug 2: CN1C2=C(C=C(C=C2)N(CCCl)CCCl)N=C1CCCC(=O)O.Cl. Cell line: T-47D. Synergy scores: CSS=3.33, Synergy_ZIP=-0.239, Synergy_Bliss=-0.167, Synergy_Loewe=-64.0, Synergy_HSA=-3.08.